From a dataset of Full USPTO retrosynthesis dataset with 1.9M reactions from patents (1976-2016). Predict the reactants needed to synthesize the given product. (1) Given the product [CH3:35][C:34]1[C:27]2[C:26]([NH:25][C:16]3[CH:17]=[CH:18][C:19]([C:21]([F:22])([F:24])[F:23])=[CH:20][C:15]=3[O:14][C@H:10]3[CH2:11][CH2:12][CH2:13][NH:8][CH2:9]3)=[N:31][CH:30]=[N:29][C:28]=2[S:32][C:33]=1[C:36]([NH2:38])=[O:37], predict the reactants needed to synthesize it. The reactants are: C(OC([N:8]1[CH2:13][CH2:12][CH2:11][C@H:10]([O:14][C:15]2[CH:20]=[C:19]([C:21]([F:24])([F:23])[F:22])[CH:18]=[CH:17][C:16]=2[NH:25][C:26]2[C:27]3[C:34]([CH3:35])=[C:33]([C:36]([NH2:38])=[O:37])[S:32][C:28]=3[N:29]=[CH:30][N:31]=2)[CH2:9]1)=O)(C)(C)C.Cl. (2) Given the product [CH3:1][O:2][CH2:3][N:4]1[C:9]2[CH:10]=[C:11]([CH2:14][CH2:15][C:16]([NH2:17])=[O:27])[CH:12]=[CH:13][C:8]=2[S:7][C:6]2[N:18]=[CH:19][CH:20]=[N:21][C:5]1=2, predict the reactants needed to synthesize it. The reactants are: [CH3:1][O:2][CH2:3][N:4]1[C:9]2[CH:10]=[C:11]([CH2:14][CH2:15][C:16]#[N:17])[CH:12]=[CH:13][C:8]=2[S:7][C:6]2[N:18]=[CH:19][CH:20]=[N:21][C:5]1=2.[OH-].[K+].Cl.C(OCC)(=[O:27])C. (3) Given the product [CH3:1][S:3][C:4]1[N:9]=[C:8]([OH:10])[CH:7]=[C:6]([OH:11])[N:5]=1, predict the reactants needed to synthesize it. The reactants are: [CH3:1]I.[S:3]=[C:4]1[NH:9][C:8](=[O:10])[CH2:7][C:6](=[O:11])[NH:5]1.[OH-].[Na+]. (4) Given the product [Cl:21][C:16]1[CH:17]=[C:18]([O:19][CH3:20])[C:13]2[NH:12][C:11](=[O:24])[O:10][CH:6]([CH3:9])[C:14]=2[C:15]=1[CH3:22], predict the reactants needed to synthesize it. The reactants are: C([Li])CCC.[C:6]([O:10][C:11](=[O:24])[NH:12][C:13]1[C:18]([O:19][CH3:20])=[CH:17][C:16]([Cl:21])=[C:15]([CH3:22])[C:14]=1Br)([CH3:9])(C)C.C(=O)C.[Cl-].[NH4+]. (5) Given the product [CH:12]1([C:5]([OH:11])([C:6]2[S:7][CH:8]=[CH:9][CH:10]=2)[C:4]([OH:18])=[O:3])[CH2:17][CH2:16][CH2:15][CH2:14][CH2:13]1, predict the reactants needed to synthesize it. The reactants are: C([O:3][C:4](=[O:18])[C:5]([CH:12]1[CH2:17][CH2:16][CH2:15][CH2:14][CH2:13]1)([OH:11])[C:6]1[S:7][CH:8]=[CH:9][CH:10]=1)C.[OH-].[Na+]. (6) Given the product [CH3:10][C:8]1[N:9]=[C:5]([NH:4][C:1](=[O:3])[CH3:2])[S:6][C:7]=1[C:11]1[N:12]=[C:13]([C:16]([N:21]2[CH2:26][CH2:25][C:24](=[O:27])[CH2:23][CH2:22]2)=[O:17])[S:14][CH:15]=1, predict the reactants needed to synthesize it. The reactants are: [C:1]([NH:4][C:5]1[S:6][C:7]([C:11]2[N:12]=[C:13]([C:16](Cl)=[O:17])[S:14][CH:15]=2)=[C:8]([CH3:10])[N:9]=1)(=[O:3])[CH3:2].O.Cl.[NH:21]1[CH2:26][CH2:25][C:24](=[O:27])[CH2:23][CH2:22]1.C(N(CC)CC)C. (7) The reactants are: [CH:1]1([C:5]([C:7]2[CH:12]=[CH:11][C:10]([OH:13])=[CH:9][C:8]=2F)=O)[CH2:4][CH2:3][CH2:2]1.C([O-])(=O)C.[Na+].Cl.Cl.[CH2:22]([NH:29][NH2:30])[C:23]1[CH:28]=[CH:27][CH:26]=[CH:25][CH:24]=1. Given the product [CH2:22]([N:29]1[C:8]2[C:7]([CH:12]=[CH:11][C:10](=[O:13])[CH:9]=2)=[C:5]([CH:1]2[CH2:4][CH2:3][CH2:2]2)[NH:30]1)[C:23]1[CH:28]=[CH:27][CH:26]=[CH:25][CH:24]=1, predict the reactants needed to synthesize it.